Dataset: Reaction yield outcomes from USPTO patents with 853,638 reactions. Task: Predict the reaction yield, written as a fraction of the theoretical maximum amount of product (1.0 means a 100% yield; for example, 0.34 means a 34% yield). (1) The reactants are [Br:1][C:2]1[N:3]=[C:4]([CH:22]2[CH2:24][CH2:23]2)[N:5]([CH2:14][O:15][CH2:16][CH2:17][Si:18]([CH3:21])([CH3:20])[CH3:19])[C:6]=1[CH:7]1[CH2:12][CH:11]=[N:10][C:9]([Cl:13])=[N:8]1. The catalyst is CCOC(C)=O.[O-2].[O-2].[Mn+4]. The product is [Br:1][C:2]1[N:3]=[C:4]([CH:22]2[CH2:24][CH2:23]2)[N:5]([CH2:14][O:15][CH2:16][CH2:17][Si:18]([CH3:19])([CH3:20])[CH3:21])[C:6]=1[C:7]1[CH:12]=[CH:11][N:10]=[C:9]([Cl:13])[N:8]=1. The yield is 0.830. (2) The reactants are Br[C:2]1[CH:3]=[N:4][N:5]2[CH:10]=[CH:9][C:8]([N:11]3[C@@H:15]([CH2:16][CH3:17])[CH2:14][O:13][C:12]3=[O:18])=[N:7][C:6]=12.CC1(C)C(C)(C)OB([C:27]2[CH:32]=[CH:31][C:30]([C:33]3[N:37]=[CH:36][N:35]([CH2:38][O:39][CH2:40][CH2:41][Si:42]([CH3:45])([CH3:44])[CH3:43])[N:34]=3)=[CH:29][CH:28]=2)O1.C([O-])([O-])=O.[Na+].[Na+].C1(P(C2CCCCC2)C2C=CC=CC=2C2C(C(C)C)=CC(C(C)C)=CC=2C(C)C)CCCCC1. The catalyst is O1CCOCC1.C1C=CC(/C=C/C(/C=C/C2C=CC=CC=2)=O)=CC=1.C1C=CC(/C=C/C(/C=C/C2C=CC=CC=2)=O)=CC=1.C1C=CC(/C=C/C(/C=C/C2C=CC=CC=2)=O)=CC=1.[Pd].[Pd]. The product is [CH2:16]([C@H:15]1[CH2:14][O:13][C:12](=[O:18])[N:11]1[C:8]1[CH:9]=[CH:10][N:5]2[N:4]=[CH:3][C:2]([C:27]3[CH:28]=[CH:29][C:30]([C:33]4[N:37]=[CH:36][N:35]([CH2:38][O:39][CH2:40][CH2:41][Si:42]([CH3:45])([CH3:44])[CH3:43])[N:34]=4)=[CH:31][CH:32]=3)=[C:6]2[N:7]=1)[CH3:17]. The yield is 0.470. (3) The reactants are [C:1]1([CH2:7][C:8](Cl)=[O:9])[CH:6]=[CH:5][CH:4]=[CH:3][CH:2]=1.[S-:11][C:12]#[N:13].[K+].[NH2:15][C:16]1[CH:17]=[C:18]([CH:35]=[CH:36][CH:37]=1)[O:19][C:20]1[CH:21]=[CH:22][C:23]2[N:24]([CH:26]=[C:27]([NH:29][C:30]([CH:32]3[CH2:34][CH2:33]3)=[O:31])[N:28]=2)[N:25]=1. The catalyst is C(#N)C. The product is [C:1]1([CH2:7][C:8]([NH:13][C:12]([NH:15][C:16]2[CH:17]=[C:18]([CH:35]=[CH:36][CH:37]=2)[O:19][C:20]2[CH:21]=[CH:22][C:23]3[N:24]([CH:26]=[C:27]([NH:29][C:30]([CH:32]4[CH2:34][CH2:33]4)=[O:31])[N:28]=3)[N:25]=2)=[S:11])=[O:9])[CH:6]=[CH:5][CH:4]=[CH:3][CH:2]=1. The yield is 0.580. (4) The reactants are [OH:1][C@@H:2]1[CH2:6][CH2:5][N:4]([C:7]([O:9][C:10]([CH3:13])([CH3:12])[CH3:11])=[O:8])[CH2:3]1.F[C:15]1[C:20]([F:21])=[CH:19][C:18]([F:22])=[CH:17][N:16]=1.[H-].[Na+]. The catalyst is C1COCC1.CN(C=O)C.CCOCC. The product is [F:21][C:20]1[C:15]([O:1][C@@H:2]2[CH2:6][CH2:5][N:4]([C:7]([O:9][C:10]([CH3:13])([CH3:12])[CH3:11])=[O:8])[CH2:3]2)=[N:16][CH:17]=[C:18]([F:22])[CH:19]=1. The yield is 0.470. (5) The reactants are Br[CH2:2][C:3]([NH:5][CH2:6][C:7]([O:9][CH2:10][N:11]1[C:16](=[O:17])[CH2:15][CH2:14][CH:13]([N:18]2[C:26](=[O:27])[C:25]3[C:20](=[CH:21][CH:22]=[CH:23][CH:24]=3)[C:19]2=[O:28])[C:12]1=[O:29])=[O:8])=[O:4].[CH2:30]([NH:32][CH2:33][CH3:34])[CH3:31]. The catalyst is C(Cl)Cl. The product is [CH2:30]([N:32]([CH2:33][CH3:34])[CH2:2][C:3]([NH:5][CH2:6][C:7]([O:9][CH2:10][N:11]1[C:16](=[O:17])[CH2:15][CH2:14][CH:13]([N:18]2[C:26](=[O:27])[C:25]3[C:20](=[CH:21][CH:22]=[CH:23][CH:24]=3)[C:19]2=[O:28])[C:12]1=[O:29])=[O:8])=[O:4])[CH3:31]. The yield is 0.820. (6) The reactants are [Cl-].O[NH3+:3].[C:4](=[O:7])([O-])[OH:5].[Na+].CS(C)=O.[F:13][C:14]1[CH:15]=[C:16]([C:41]2[C:42]([C:47]#[N:48])=[CH:43][CH:44]=[CH:45][CH:46]=2)[CH:17]=[CH:18][C:19]=1[CH2:20][C:21]1[C:22](=[O:40])[N:23]([CH:34]2[CH2:39][CH2:38][S:37][CH2:36][CH2:35]2)[C:24]2[N:25]([N:30]=[C:31]([CH3:33])[N:32]=2)[C:26]=1[CH2:27][CH2:28][CH3:29]. The catalyst is C(OCC)(=O)C. The product is [F:13][C:14]1[CH:15]=[C:16]([C:41]2[CH:46]=[CH:45][CH:44]=[CH:43][C:42]=2[C:47]2[NH:3][C:4](=[O:7])[O:5][N:48]=2)[CH:17]=[CH:18][C:19]=1[CH2:20][C:21]1[C:22](=[O:40])[N:23]([CH:34]2[CH2:35][CH2:36][S:37][CH2:38][CH2:39]2)[C:24]2[N:25]([N:30]=[C:31]([CH3:33])[N:32]=2)[C:26]=1[CH2:27][CH2:28][CH3:29]. The yield is 0.680. (7) The reactants are C([O:5][C:6](=[O:20])[CH2:7][C:8]1([OH:19])[CH2:11][N:10]([C:12]([O:14][C:15]([CH3:18])([CH3:17])[CH3:16])=[O:13])[CH2:9]1)(C)(C)C.Cl.[OH-].[Na+].O(C(OC(C)(C)C)=O)C(OC(C)(C)C)=O. The catalyst is O1CCOCC1. The product is [C:12]([N:10]1[CH2:9][C:8]([CH2:7][C:6]([OH:20])=[O:5])([OH:19])[CH2:11]1)([O:14][C:15]([CH3:18])([CH3:17])[CH3:16])=[O:13]. The yield is 0.940. (8) The reactants are [CH3:1][C:2]1[CH:7]=[C:6]([CH3:8])[NH:5][C:4](=[O:9])[C:3]=1[CH2:10][NH:11][C:12](=[O:33])[C:13]1[CH:18]=[C:17]([N:19]2[CH2:24][CH2:23][CH2:22][CH2:21][CH2:20]2)[N:16]=[C:15]([C:25]2[CH:30]=[CH:29][C:28]([CH:31]=O)=[CH:27][CH:26]=2)[CH:14]=1.[CH3:34][NH:35][CH3:36].C(O)(=O)C.C([BH3-])#N.[Na+]. The catalyst is CO. The product is [CH3:1][C:2]1[CH:7]=[C:6]([CH3:8])[NH:5][C:4](=[O:9])[C:3]=1[CH2:10][NH:11][C:12](=[O:33])[C:13]1[CH:18]=[C:17]([N:19]2[CH2:20][CH2:21][CH2:22][CH2:23][CH2:24]2)[N:16]=[C:15]([C:25]2[CH:30]=[CH:29][C:28]([CH2:31][N:35]([CH3:36])[CH3:34])=[CH:27][CH:26]=2)[CH:14]=1. The yield is 0.790.